This data is from Peptide-MHC class I binding affinity with 185,985 pairs from IEDB/IMGT. The task is: Regression. Given a peptide amino acid sequence and an MHC pseudo amino acid sequence, predict their binding affinity value. This is MHC class I binding data. (1) The binding affinity (normalized) is 0. The peptide sequence is DTIIEKNVA. The MHC is Mamu-A02 with pseudo-sequence Mamu-A02. (2) The MHC is HLA-A68:02 with pseudo-sequence HLA-A68:02. The peptide sequence is VQEFIFSAL. The binding affinity (normalized) is 0.416.